The task is: Binary Classification. Given a T-cell receptor sequence (or CDR3 region) and an epitope sequence, predict whether binding occurs between them.. This data is from TCR-epitope binding with 47,182 pairs between 192 epitopes and 23,139 TCRs. The epitope is AYILFTRFFYV. The TCR CDR3 sequence is CASSGGDVREEQYF. Result: 0 (the TCR does not bind to the epitope).